From a dataset of Reaction yield outcomes from USPTO patents with 853,638 reactions. Predict the reaction yield, written as a fraction of the theoretical maximum amount of product (1.0 means a 100% yield; for example, 0.34 means a 34% yield). (1) The reactants are [Cl:1][C:2]1[CH:7]=[CH:6][CH:5]=[C:4]([Cl:8])[C:3]=1[CH2:9][CH2:10][C:11]1[C:15]([CH2:16][O:17][C:18]2[CH:23]=[CH:22][C:21]([C:24]3[CH:25]=[C:26]4[C:31](=[CH:32][CH:33]=3)[C:30]([C:34]([O:36]CC)=[O:35])=[CH:29][CH:28]=[CH:27]4)=[CH:20][CH:19]=2)=[C:14]([CH:39]([CH3:41])[CH3:40])[O:13][N:12]=1.C(O)C.[OH-].[Na+]. The catalyst is O1CCCC1. The product is [Cl:1][C:2]1[CH:7]=[CH:6][CH:5]=[C:4]([Cl:8])[C:3]=1[CH2:9][CH2:10][C:11]1[C:15]([CH2:16][O:17][C:18]2[CH:19]=[CH:20][C:21]([C:24]3[CH:25]=[C:26]4[C:31](=[CH:32][CH:33]=3)[C:30]([C:34]([OH:36])=[O:35])=[CH:29][CH:28]=[CH:27]4)=[CH:22][CH:23]=2)=[C:14]([CH:39]([CH3:41])[CH3:40])[O:13][N:12]=1. The yield is 0.838. (2) The reactants are O=O.C([N:10]1[CH2:14][C:13]([C:15]2[CH:20]=[CH:19][CH:18]=[CH:17][CH:16]=2)=[C:12]([C:21]([OH:23])=[O:22])[CH2:11]1)C1C=CC=CC=1.C(N(CC)CC)C.[H][H].[C:41](O[C:41]([O:43][C:44]([CH3:47])([CH3:46])[CH3:45])=[O:42])([O:43][C:44]([CH3:47])([CH3:46])[CH3:45])=[O:42]. The catalyst is CO. The product is [C:44]([O:43][C:41]([N:10]1[CH2:14][C@@H:13]([C:15]2[CH:20]=[CH:19][CH:18]=[CH:17][CH:16]=2)[C@@H:12]([C:21]([OH:23])=[O:22])[CH2:11]1)=[O:42])([CH3:45])([CH3:46])[CH3:47]. The yield is 0.0600. (3) The reactants are O=[C:2]([C:6]1[CH:11]=[N:10][CH:9]=[CH:8][N:7]=1)[CH2:3][C:4]#[N:5].[CH3:12][NH:13][NH2:14]. The catalyst is CCO. The product is [CH3:12][N:13]1[C:4]([NH2:5])=[CH:3][C:2]([C:6]2[CH:11]=[N:10][CH:9]=[CH:8][N:7]=2)=[N:14]1. The yield is 0.410.